This data is from Peptide-MHC class II binding affinity with 134,281 pairs from IEDB. The task is: Regression. Given a peptide amino acid sequence and an MHC pseudo amino acid sequence, predict their binding affinity value. This is MHC class II binding data. (1) The peptide sequence is QLQQFQKEDAALTIY. The MHC is DRB1_0701 with pseudo-sequence DRB1_0701. The binding affinity (normalized) is 0.426. (2) The binding affinity (normalized) is 0.460. The MHC is DRB1_1501 with pseudo-sequence DRB1_1501. The peptide sequence is ENPVVHFFDNIVTPR. (3) The peptide sequence is AFTVAATAANAAPAN. The MHC is DRB1_1001 with pseudo-sequence DRB1_1001. The binding affinity (normalized) is 0.735. (4) The peptide sequence is KALSHLSLGLINSMK. The MHC is DRB1_0101 with pseudo-sequence DRB1_0101. The binding affinity (normalized) is 0.825. (5) The peptide sequence is DKRHDGGCRKELAAV. The MHC is HLA-DPA10201-DPB10101 with pseudo-sequence HLA-DPA10201-DPB10101. The binding affinity (normalized) is 0.109. (6) The peptide sequence is IPVMAYLVGLFAWVL. The MHC is DRB1_0901 with pseudo-sequence DRB1_0901. The binding affinity (normalized) is 0.110. (7) The peptide sequence is EKKYFAATCFEPLAA. The binding affinity (normalized) is 0.843. The MHC is HLA-DPA10201-DPB10501 with pseudo-sequence HLA-DPA10201-DPB10501.